From a dataset of Full USPTO retrosynthesis dataset with 1.9M reactions from patents (1976-2016). Predict the reactants needed to synthesize the given product. (1) Given the product [CH:22]([N:8]1[C:4]2=[N:5][CH:6]=[CH:7][C:2]([NH:34][S:31]([C:28]3[CH:29]=[CH:30][N:26]([CH3:25])[N:27]=3)(=[O:33])=[O:32])=[C:3]2[C:10]([C:11]2[CH:16]=[CH:15][CH:14]=[C:13]([N:17]3[CH2:21][CH2:20][CH2:19][CH2:18]3)[CH:12]=2)=[CH:9]1)([CH3:24])[CH3:23], predict the reactants needed to synthesize it. The reactants are: Br[C:2]1[CH:7]=[CH:6][N:5]=[C:4]2[N:8]([CH:22]([CH3:24])[CH3:23])[CH:9]=[C:10]([C:11]3[CH:16]=[CH:15][CH:14]=[C:13]([N:17]4[CH2:21][CH2:20][CH2:19][CH2:18]4)[CH:12]=3)[C:3]=12.[CH3:25][N:26]1[CH:30]=[CH:29][C:28]([S:31]([NH2:34])(=[O:33])=[O:32])=[N:27]1.C(=O)([O-])[O-].[Cs+].[Cs+].CN(C)C1C=CC=CC=1C1C=CC=CC=1P(C1CCCCC1)C1CCCCC1. (2) The reactants are: [N:1]([N:3]([C:8]1[CH:13]=[CH:12][CH:11]=[CH:10][CH:9]=1)[CH2:4][C:5]([OH:7])=[O:6])=O.C(OC(=O)C)(=O)C. Given the product [C:8]1([N+:3]2[N-:1][O:6][C:5](=[O:7])[CH:4]=2)[CH:13]=[CH:12][CH:11]=[CH:10][CH:9]=1, predict the reactants needed to synthesize it. (3) Given the product [OH:8][CH2:9][CH2:10][N:11]1[C:17](=[O:18])[C:16]2[CH:19]=[CH:20][C:21]([NH:40][C:39]3[CH:38]=[CH:37][C:36]([N:32]4[CH:33]=[CH:34][N:35]=[C:31]4[CH3:30])=[CH:42][CH:41]=3)=[N:22][C:15]=2[O:14][CH:13]([C:24]2[CH:29]=[CH:28][CH:27]=[CH:26][CH:25]=2)[CH2:12]1, predict the reactants needed to synthesize it. The reactants are: [Si]([O:8][CH2:9][CH2:10][N:11]1[C:17](=[O:18])[C:16]2[CH:19]=[CH:20][C:21](Cl)=[N:22][C:15]=2[O:14][CH:13]([C:24]2[CH:29]=[CH:28][CH:27]=[CH:26][CH:25]=2)[CH2:12]1)(C(C)(C)C)(C)C.[CH3:30][C:31]1[N:32]([C:36]2[CH:42]=[CH:41][C:39]([NH2:40])=[CH:38][CH:37]=2)[CH:33]=[CH:34][N:35]=1.C(=O)([O-])[O-].[Cs+].[Cs+].Cl.[F-].C([N+](CCCC)(CCCC)CCCC)CCC.